This data is from Full USPTO retrosynthesis dataset with 1.9M reactions from patents (1976-2016). The task is: Predict the reactants needed to synthesize the given product. (1) Given the product [NH2:29][C:13]1([C:10]2[NH:9][C:8]3[CH:7]=[CH:6][CH:5]=[C:4]([C:2]([NH2:1])=[O:3])[C:12]=3[N:11]=2)[CH2:18][CH2:17][N:16]([C:19]([O:21][CH2:22][C:23]2[CH:24]=[CH:25][CH:26]=[CH:27][CH:28]=2)=[O:20])[CH2:15][CH2:14]1, predict the reactants needed to synthesize it. The reactants are: [NH2:1][C:2]([C:4]1[C:12]2[N:11]=[C:10]([C:13]3([NH:29]C(OCC4C5C=CC=CC=5C5C4=CC=CC=5)=O)[CH2:18][CH2:17][N:16]([C:19]([O:21][CH2:22][C:23]4[CH:28]=[CH:27][CH:26]=[CH:25][CH:24]=4)=[O:20])[CH2:15][CH2:14]3)[NH:9][C:8]=2[CH:7]=[CH:6][CH:5]=1)=[O:3]. (2) Given the product [F:25][C:26]1[CH:31]=[C:30]([F:32])[CH:29]=[C:28]([F:33])[C:27]=1[NH:34][C:35](=[O:36])[NH:1][C:2]1[CH:3]=[CH:4][C:5]([C:8]2[S:12][C:11]([CH:13]3[CH2:14][CH2:15][CH:16]([CH2:19][C:20]([O:22][CH2:23][CH3:24])=[O:21])[CH2:17][CH2:18]3)=[N:10][CH:9]=2)=[CH:6][CH:7]=1, predict the reactants needed to synthesize it. The reactants are: [NH2:1][C:2]1[CH:7]=[CH:6][C:5]([C:8]2[S:12][C:11]([CH:13]3[CH2:18][CH2:17][CH:16]([CH2:19][C:20]([O:22][CH2:23][CH3:24])=[O:21])[CH2:15][CH2:14]3)=[N:10][CH:9]=2)=[CH:4][CH:3]=1.[F:25][C:26]1[CH:31]=[C:30]([F:32])[CH:29]=[C:28]([F:33])[C:27]=1[N:34]=[C:35]=[O:36]. (3) Given the product [N+:34]([C:31]1[CH:32]=[CH:33][C:15]([NH:14][CH:11]2[CH2:12][CH2:13][NH:8][CH2:9][CH2:10]2)=[C:16]([CH:30]=1)[C:17]([NH:19][CH2:20][C:21]1[CH:29]=[CH:28][C:24]2[O:25][CH2:26][O:27][C:23]=2[CH:22]=1)=[O:18])([O-:36])=[O:35], predict the reactants needed to synthesize it. The reactants are: C(OC([N:8]1[CH2:13][CH2:12][CH:11]([NH:14][C:15]2[CH:33]=[CH:32][C:31]([N+:34]([O-:36])=[O:35])=[CH:30][C:16]=2[C:17]([NH:19][CH2:20][C:21]2[CH:29]=[CH:28][C:24]3[O:25][CH2:26][O:27][C:23]=3[CH:22]=2)=[O:18])[CH2:10][CH2:9]1)=O)(C)(C)C.FC(F)(F)C(O)=O. (4) Given the product [CH3:25][N:8]([CH2:9][CH2:10][C:11](=[O:12])[CH2:22][CH2:21][CH2:20][CH2:19][O:18][CH3:17])[C:6](=[O:7])[O:5][C:2]([CH3:1])([CH3:3])[CH3:4], predict the reactants needed to synthesize it. The reactants are: [CH3:1][C:2]([O:5][C:6]([NH:8][CH2:9][CH2:10][C:11](N(C)OC)=[O:12])=[O:7])([CH3:4])[CH3:3].[CH3:17][O:18][CH2:19][CH2:20][CH2:21][CH2:22][Mg]Cl.[CH2:25]1COCC1. (5) Given the product [CH3:14][SiH:16]1[O:3][Si:4]([CH3:10])([CH3:11])[O:5][Si:6]([CH3:8])([CH3:9])[O:7][Si:2]([CH3:1])([CH3:12])[O:26]1, predict the reactants needed to synthesize it. The reactants are: [CH3:1][Si:2]1([CH3:12])[O:7][Si:6]([CH3:9])([CH3:8])[O:5][Si:4]([CH3:11])([CH3:10])[O:3]1.Cl[CH:14]([SiH3:16])Cl.CN(C)P(=[O:26])(N(C)C)N(C)C.C(OC(C)C)(C)C. (6) Given the product [N:1]1[CH:6]=[CH:5][N:4]=[CH:3][C:2]=1[C:7]1([C:10]([OH:16])=[O:12])[CH2:9][CH2:8]1, predict the reactants needed to synthesize it. The reactants are: [N:1]1[CH:6]=[CH:5][N:4]=[CH:3][C:2]=1[C:7]1([C:10]#N)[CH2:9][CH2:8]1.[OH-:12].[Na+].Cl.C[OH:16].